This data is from Full USPTO retrosynthesis dataset with 1.9M reactions from patents (1976-2016). The task is: Predict the reactants needed to synthesize the given product. Given the product [F:4][C:5]1[CH:10]=[CH:9][C:8]([C:11]2[S:15][C:14]3[CH:16]=[CH:17][C:18]([O:20][CH3:21])=[CH:19][C:13]=3[C:12]=2[C:30]([O:29][CH3:28])=[O:31])=[CH:7][CH:6]=1, predict the reactants needed to synthesize it. The reactants are: C(=O)=O.[F:4][C:5]1[CH:10]=[CH:9][C:8]([C:11]2[S:15][C:14]3[CH:16]=[CH:17][C:18]([O:20][CH3:21])=[CH:19][C:13]=3[C:12]=2I)=[CH:7][CH:6]=1.C([Li])CCC.[CH3:28][O:29][C:30](Cl)=[O:31].